Dataset: Cav3 T-type calcium channel HTS with 100,875 compounds. Task: Binary Classification. Given a drug SMILES string, predict its activity (active/inactive) in a high-throughput screening assay against a specified biological target. (1) The drug is S(=O)(=O)(NCc1cc2c3c([nH]c2cc1)CCCC3)CC. The result is 0 (inactive). (2) The compound is O1c2c(OC1)ccc(NC(=O)COC(=O)c1occc1)c2. The result is 0 (inactive). (3) The drug is S(=O)(=O)(N)c1cc2[nH]c(nc2cc1)Cc1cc(OC)c(OC)cc1. The result is 0 (inactive). (4) The molecule is S1C2(N(C(=O)CC2)c2c1cccc2)C(O)=O. The result is 0 (inactive). (5) The molecule is O=c1n2C(Cc3c(c2nc2c1cccc2)cccc3)(CC)CC. The result is 0 (inactive). (6) The result is 1 (active). The molecule is S(=O)(=O)(n1nc(cc1)C)c1c(cc(OCCC)c(c1)C)C. (7) The compound is O=C1CN(C(CC)C)C(N)=C1c1[nH]c2c(n1)cccc2. The result is 0 (inactive). (8) The compound is O1CCN(CC1)CC(=O)NCCNC(=O)CN1CCOCC1. The result is 0 (inactive). (9) The compound is Fc1c(C(=O)Nc2ccccc2)c(F)c(F)c(F)c1F. The result is 0 (inactive). (10) The compound is Brc1ccc(S(=O)(=O)N(CC(=O)Nn2cnnc2)C)cc1. The result is 0 (inactive).